Dataset: Peptide-MHC class I binding affinity with 185,985 pairs from IEDB/IMGT. Task: Regression. Given a peptide amino acid sequence and an MHC pseudo amino acid sequence, predict their binding affinity value. This is MHC class I binding data. The MHC is HLA-A02:01 with pseudo-sequence HLA-A02:01. The peptide sequence is NSESGNSRY. The binding affinity (normalized) is 0.0847.